Task: Regression. Given a peptide amino acid sequence and an MHC pseudo amino acid sequence, predict their binding affinity value. This is MHC class II binding data.. Dataset: Peptide-MHC class II binding affinity with 134,281 pairs from IEDB (1) The MHC is HLA-DQA10401-DQB10402 with pseudo-sequence HLA-DQA10401-DQB10402. The peptide sequence is QEPFKNLKTGKYAKM. The binding affinity (normalized) is 0. (2) The peptide sequence is DASFKESFAIHLDYT. The MHC is DRB5_0101 with pseudo-sequence DRB5_0101. The binding affinity (normalized) is 0.753. (3) The peptide sequence is NKIVRMYSPISI. The MHC is DRB1_0802 with pseudo-sequence DRB1_0802. The binding affinity (normalized) is 0.584. (4) The peptide sequence is NLNIKLNMPLYIAGN. The MHC is HLA-DQA10501-DQB10201 with pseudo-sequence HLA-DQA10501-DQB10201. The binding affinity (normalized) is 0.145. (5) The peptide sequence is TADDITMGYVCSNLA. The MHC is DRB1_0101 with pseudo-sequence DRB1_0101. The binding affinity (normalized) is 0.726. (6) The peptide sequence is MKDFDEPGHLAPTGM. The MHC is HLA-DQA10101-DQB10501 with pseudo-sequence HLA-DQA10101-DQB10501. The binding affinity (normalized) is 0.119. (7) The peptide sequence is EGKPTEKHIQIRSTN. The MHC is HLA-DPA10201-DPB10101 with pseudo-sequence HLA-DPA10201-DPB10101. The binding affinity (normalized) is 0.187.